From a dataset of Aqueous solubility values for 9,982 compounds from the AqSolDB database. Regression/Classification. Given a drug SMILES string, predict its absorption, distribution, metabolism, or excretion properties. Task type varies by dataset: regression for continuous measurements (e.g., permeability, clearance, half-life) or binary classification for categorical outcomes (e.g., BBB penetration, CYP inhibition). For this dataset (solubility_aqsoldb), we predict Y. (1) The Y is -4.79 log mol/L. The compound is CC[C@H]1OC[C@@H](COc2ccc(Oc3ccccc3)cc2)O1. (2) The molecule is [Cr]. The Y is -10.0 log mol/L. (3) The compound is Cc1ccc([N+](=O)[O-])c([N+](=O)[O-])c1. The Y is -3.26 log mol/L. (4) The compound is O=[Pb]. The Y is -3.50 log mol/L. (5) The compound is CCc1ccccc1CC. The Y is -3.28 log mol/L. (6) The molecule is CCCC(Cl)Cl. The Y is -2.40 log mol/L. (7) The drug is Clc1ccc(-c2cc(Cl)c(Cl)c(Cl)c2)c(Cl)c1. The Y is -8.55 log mol/L. (8) The drug is ClC(Cl)COCC(Cl)Cl. The Y is -1.12 log mol/L. (9) The molecule is Nc1c[nH]c(=O)[nH]c1=O. The Y is -2.41 log mol/L.